This data is from Catalyst prediction with 721,799 reactions and 888 catalyst types from USPTO. The task is: Predict which catalyst facilitates the given reaction. (1) Reactant: P([CH2:5][C:6]([O:8][C:9]([CH3:12])([CH3:11])[CH3:10])=[O:7])(O)(O)=O.C([Li])CCC.[CH2:18]([O:20][C:21]([C:23]1[S:27][C:26]2[CH:28]=[C:29]([CH:32]=O)[CH:30]=[CH:31][C:25]=2[CH:24]=1)=[O:22])[CH3:19]. Product: [CH2:18]([O:20][C:21]([C:23]1[S:27][C:26]2[CH:28]=[C:29]([CH:32]=[CH:5][C:6]([O:8][C:9]([CH3:12])([CH3:11])[CH3:10])=[O:7])[CH:30]=[CH:31][C:25]=2[CH:24]=1)=[O:22])[CH3:19]. The catalyst class is: 1. (2) Reactant: [Cl:1][C:2]1[N:3]=[CH:4][C:5]([C:8]([OH:10])=O)=[N:6][CH:7]=1.CN(C)C=O.C(Cl)(C([Cl:20])=O)=O. Product: [Cl:1][C:2]1[N:3]=[CH:4][C:5]([C:8]([Cl:20])=[O:10])=[N:6][CH:7]=1. The catalyst class is: 4.